Dataset: Full USPTO retrosynthesis dataset with 1.9M reactions from patents (1976-2016). Task: Predict the reactants needed to synthesize the given product. (1) Given the product [CH:1]1([CH2:4][O:5][CH2:6][CH2:7][O:8][C:9]2[CH:14]=[CH:13][C:12]([O:15][CH2:16][CH:18]3[CH2:19][O:20]3)=[CH:11][CH:10]=2)[CH2:3][CH2:2]1, predict the reactants needed to synthesize it. The reactants are: [CH:1]1([CH2:4][O:5][CH2:6][CH2:7][O:8][C:9]2[CH:14]=[CH:13][C:12]([OH:15])=[CH:11][CH:10]=2)[CH2:3][CH2:2]1.[CH2:16]([CH:18]1[O:20][CH2:19]1)Cl. (2) The reactants are: [C:1](O)(C(F)(F)F)=O.[C:8]([O:12][C@@H:13]([C:17]1[C:38]([CH3:39])=[CH:37][C:20]2[N:21]=[C:22]([C:24]3[CH:29]=[CH:28][CH:27]=[C:26]([C:30]4C=NC(=O)[NH:34][CH:35]=4)[CH:25]=3)[S:23][C:19]=2[C:18]=1[C:40]1[CH:45]=[CH:44][C:43]([Cl:46])=[CH:42][CH:41]=1)[C:14]([OH:16])=[O:15])([CH3:11])([CH3:10])[CH3:9].C([O-])([O-])=O.[K+].[K+].CI.C[C:56]([N:58]([CH3:60])[CH3:59])=[O:57]. Given the product [C:8]([O:12][C@@H:13]([C:17]1[C:38]([CH3:39])=[CH:37][C:20]2[N:21]=[C:22]([C:24]3[CH:29]=[CH:28][CH:27]=[C:26]([C:30]4[CH:35]=[N:34][C:56](=[O:57])[N:58]([CH3:60])[CH:59]=4)[CH:25]=3)[S:23][C:19]=2[C:18]=1[C:40]1[CH:45]=[CH:44][C:43]([Cl:46])=[CH:42][CH:41]=1)[C:14]([O:16][CH3:1])=[O:15])([CH3:11])([CH3:10])[CH3:9], predict the reactants needed to synthesize it. (3) Given the product [Cl:12][C:13]1[CH:14]=[C:15]([S:19]([O-:21])=[O:20])[CH:16]=[CH:17][CH:18]=1.[Na+:5], predict the reactants needed to synthesize it. The reactants are: S([O-])([O-])=O.[Na+:5].[Na+].C(=O)(O)[O-].[Na+].[Cl:12][C:13]1[CH:14]=[C:15]([S:19](Cl)(=[O:21])=[O:20])[CH:16]=[CH:17][CH:18]=1. (4) Given the product [CH3:15][O:16][C:2]1[CH:7]=[N:6][N:5]([CH2:22][C:23]2[CH:28]=[CH:27][C:26]([O:29][CH3:30])=[CH:25][CH:24]=2)[C:4](=[O:14])[CH:3]=1, predict the reactants needed to synthesize it. The reactants are: Cl[C:2]1[C:7](C2C=CC=CC=2)=[N:6][NH:5][C:4](=[O:14])[CH:3]=1.[C:15]([O-])([O-])=[O:16].[K+].[K+].Br[CH2:22][C:23]1[CH:28]=[CH:27][C:26]([O:29][CH3:30])=[CH:25][CH:24]=1.CCOC(C)=O. (5) Given the product [Cl:28][C:9]1[CH:8]=[C:7]([N:6]2[C:4](=[O:5])[CH:3]=[C:2]([CH3:29])[N:1]=[C:30]2[CH3:31])[CH:12]=[CH:11][C:10]=1[NH:13][C:14]([CH3:26])([CH3:27])[CH2:15][C:16]1[CH:25]=[CH:24][C:23]2[C:18](=[CH:19][CH:20]=[CH:21][CH:22]=2)[CH:17]=1, predict the reactants needed to synthesize it. The reactants are: [NH2:1]/[C:2](/[CH3:29])=[CH:3]\[C:4]([NH:6][C:7]1[CH:12]=[CH:11][C:10]([NH:13][C:14]([CH3:27])([CH3:26])[CH2:15][C:16]2[CH:25]=[CH:24][C:23]3[C:18](=[CH:19][CH:20]=[CH:21][CH:22]=3)[CH:17]=2)=[C:9]([Cl:28])[CH:8]=1)=[O:5].[C:30](OCC)(OCC)(OCC)[CH3:31]. (6) The reactants are: O[NH:2]C(=O)C.[C:6](=[O:9])([O-])[O-].[K+].[K+].[N:12]1([CH2:17][C:18]2[CH:44]=[CH:43][C:21]([CH2:22][N:23]3[CH:42]=[C:26]4[C:27]([NH:31][CH2:32][C:33]5[CH:40]=C[C:36]([C:37]#[N:38])=[C:35](F)[CH:34]=5)=[N:28][CH:29]=[CH:30][C:25]4=[N:24]3)=[CH:20][CH:19]=2)[CH:16]=[CH:15][CH:14]=[N:13]1. Given the product [N:12]1([CH2:17][C:18]2[CH:19]=[CH:20][C:21]([CH2:22][N:23]3[CH:42]=[C:26]4[C:27]([NH:31][CH2:32][C:33]5[CH:34]=[CH:35][C:36]6[C:37]([NH2:38])=[N:2][O:9][C:6]=6[CH:40]=5)=[N:28][CH:29]=[CH:30][C:25]4=[N:24]3)=[CH:43][CH:44]=2)[CH:16]=[CH:15][CH:14]=[N:13]1, predict the reactants needed to synthesize it.